From a dataset of Merck oncology drug combination screen with 23,052 pairs across 39 cell lines. Regression. Given two drug SMILES strings and cell line genomic features, predict the synergy score measuring deviation from expected non-interaction effect. Drug 1: O=P1(N(CCCl)CCCl)NCCCO1. Drug 2: COC1=C2CC(C)CC(OC)C(O)C(C)C=C(C)C(OC(N)=O)C(OC)C=CC=C(C)C(=O)NC(=CC1=O)C2=O. Cell line: SKOV3. Synergy scores: synergy=2.07.